From a dataset of Full USPTO retrosynthesis dataset with 1.9M reactions from patents (1976-2016). Predict the reactants needed to synthesize the given product. Given the product [Cl:1][C:2]1[CH:3]=[C:4]2[C:12](=[CH:13][C:14]=1[Cl:15])[NH:11][C:10]1[C:9]([CH3:17])([CH3:16])[C:8]3[CH:18]=[C:19]([OH:22])[CH:20]=[CH:21][C:7]=3[C:6](=[O:24])[C:5]2=1, predict the reactants needed to synthesize it. The reactants are: [Cl:1][C:2]1[CH:3]=[C:4]2[C:12](=[CH:13][C:14]=1[Cl:15])[NH:11][C:10]1[C:9]([CH3:17])([CH3:16])[C:8]3[CH:18]=[C:19]([O:22]C)[CH:20]=[CH:21][C:7]=3[C:6](=[O:24])[C:5]2=1.[Cl-].[NH+]1C=CC=CC=1.C(OCC)(=O)C.